Dataset: Forward reaction prediction with 1.9M reactions from USPTO patents (1976-2016). Task: Predict the product of the given reaction. (1) The product is: [CH3:43][C:33]1[CH:38]=[CH:37][C:36]([S:39]([OH:42])(=[O:41])=[O:40])=[CH:35][CH:34]=1.[CH3:1][NH:2][C:3]([C:5]1[CH:6]=[C:7]([O:11][C:12]2[CH:17]=[CH:16][C:15]([NH:18][C:19]([NH:21][C:22]3[CH:23]=[CH:24][C:25]([Cl:32])=[C:26]([C:28]([F:31])([F:29])[F:30])[CH:27]=3)=[O:20])=[CH:14][CH:13]=2)[CH:8]=[CH:9][N:10]=1)=[O:4]. Given the reactants [CH3:1][NH:2][C:3]([C:5]1[CH:6]=[C:7]([O:11][C:12]2[CH:13]=[CH:14][C:15]([NH:18][C:19]([NH:21][C:22]3[CH:23]=[CH:24][C:25]([Cl:32])=[C:26]([C:28]([F:31])([F:30])[F:29])[CH:27]=3)=[O:20])=[CH:16][CH:17]=2)[CH:8]=[CH:9][N:10]=1)=[O:4].[C:33]1([CH3:43])[CH:38]=[CH:37][C:36]([S:39]([OH:42])(=[O:41])=[O:40])=[CH:35][CH:34]=1, predict the reaction product. (2) Given the reactants [NH2:1][C@@H:2]1[CH2:7][CH2:6][N:5]([C:8]([O:10][C:11]([CH3:14])([CH3:13])[CH3:12])=[O:9])[CH2:4][C@@H:3]1[O:15][CH3:16].[Cl:17][C:18]1[N:19]=[C:20]([C:25](O)=[O:26])[NH:21][C:22]=1[CH2:23][CH3:24].CCN=C=NCCCN(C)C.Cl.C1C=CC2N(O)N=NC=2C=1, predict the reaction product. The product is: [Cl:17][C:18]1[N:19]=[C:20]([C:25]([NH:1][C@@H:2]2[CH2:7][CH2:6][N:5]([C:8]([O:10][C:11]([CH3:12])([CH3:13])[CH3:14])=[O:9])[CH2:4][C@@H:3]2[O:15][CH3:16])=[O:26])[NH:21][C:22]=1[CH2:23][CH3:24]. (3) Given the reactants Cl[C:2]([C:4]1[C:5]([I:24])=[C:6]([N:15]([CH3:23])[C:16]([CH2:18][O:19][C:20](=[O:22])[CH3:21])=[O:17])[C:7]([I:14])=[C:8]([C:11]([Cl:13])=[O:12])[C:9]=1[I:10])=[O:3].[CH:25]([OH:29])(O)[CH2:26][CH3:27].C[OH:31].C[C:33]([N:35](C)C)=O, predict the reaction product. The product is: [Cl:13][C:11]([C:8]1[C:7]([I:14])=[C:6]([N:15]([CH3:23])[C:16]([CH2:18][O:19][C:20](=[O:22])[CH3:21])=[O:17])[C:5]([I:24])=[C:4]([C:2](=[O:3])[N:35]([CH2:27][CH:26]([OH:31])[CH2:25][OH:29])[CH3:33])[C:9]=1[I:10])=[O:12]. (4) Given the reactants [CH2:1]([N:3]1[C:7]([C:8]2[CH:9]=[C:10]3[C:15](=[CH:16][C:17]=2[C:18]([F:21])([F:20])[F:19])[NH:14][C:13](=[O:22])[N:12]([NH:23][S:24]([CH3:27])(=[O:26])=[O:25])[C:11]3=[O:28])=[CH:6][CH:5]=[N:4]1)[CH3:2].[CH3:29][C:30]([CH3:35])([CH3:34])[C:31](Cl)=[O:32], predict the reaction product. The product is: [CH3:29][C:30]([CH3:35])([CH3:34])[C:31]([N:23]([N:12]1[C:11](=[O:28])[C:10]2[C:15](=[CH:16][C:17]([C:18]([F:20])([F:21])[F:19])=[C:8]([C:7]3[N:3]([CH2:1][CH3:2])[N:4]=[CH:5][CH:6]=3)[CH:9]=2)[NH:14][C:13]1=[O:22])[S:24]([CH3:27])(=[O:25])=[O:26])=[O:32]. (5) Given the reactants O[CH:2]([C:6]1[C:7]([CH3:19])=[C:8]2[C:12](=[CH:13][C:14]=1[CH3:15])[N:11]([C:16](=[O:18])[CH3:17])[CH2:10][CH2:9]2)[C:3]([OH:5])=[O:4].Cl.[CH:21](N(C(C)C)CC)(C)[CH3:22].C(Cl)(=O)C, predict the reaction product. The product is: [C:16]([N:11]1[C:12]2[C:8](=[C:7]([CH3:19])[C:6]([CH2:2][C:3]([O:5][CH2:21][CH3:22])=[O:4])=[C:14]([CH3:15])[CH:13]=2)[CH2:9][CH2:10]1)(=[O:18])[CH3:17]. (6) Given the reactants [NH2:1][CH:2]([C:5]1[CH:10]=[CH:9][C:8]([C:11]([F:14])([F:13])[F:12])=[CH:7][CH:6]=1)[CH2:3][OH:4].[N:15]([C:18]1[CH:23]=[CH:22][C:21]([C:24]2[N:28]=[CH:27][N:26]([C:29]3[CH:34]=[CH:33][C:32]([O:35][C:36]([F:39])([F:38])[F:37])=[CH:31][CH:30]=3)[N:25]=2)=[CH:20][CH:19]=1)=[C:16]=[S:17], predict the reaction product. The product is: [OH:4][CH2:3][CH:2]([NH:1][C:16]([NH:15][C:18]1[CH:19]=[CH:20][C:21]([C:24]2[N:28]=[CH:27][N:26]([C:29]3[CH:34]=[CH:33][C:32]([O:35][C:36]([F:39])([F:37])[F:38])=[CH:31][CH:30]=3)[N:25]=2)=[CH:22][CH:23]=1)=[S:17])[C:5]1[CH:6]=[CH:7][C:8]([C:11]([F:12])([F:13])[F:14])=[CH:9][CH:10]=1.